This data is from Retrosynthesis with 50K atom-mapped reactions and 10 reaction types from USPTO. The task is: Predict the reactants needed to synthesize the given product. (1) Given the product C=Cc1cc(C)nc2c(OCc3ccccc3)cccc12, predict the reactants needed to synthesize it. The reactants are: CCOC(C)=O.Cc1cc(OS(=O)(=O)C(F)(F)F)c2cccc(OCc3ccccc3)c2n1. (2) Given the product C=CCC1CCCCCCCCCCC1O, predict the reactants needed to synthesize it. The reactants are: C=CCC1CCCCCCCCCCC1=O. (3) Given the product CN(C)CC(=O)NCc1ccc(Cl)c(NC2=NC(=O)/C(=C/c3ccc4ncccc4c3)S2)c1, predict the reactants needed to synthesize it. The reactants are: CN(C)CC(=O)O.NCc1ccc(Cl)c(NC2=NC(=O)/C(=C/c3ccc4ncccc4c3)S2)c1. (4) Given the product CC(=O)N1CC(CC#N)(n2ccc(-c3cc4c(ccc5nnc(C)n54)n3Cc3cccc(Cl)c3)n2)C1, predict the reactants needed to synthesize it. The reactants are: CC(=O)Cl.Cc1nnc2ccc3c(cc(-c4ccn(C5(CC#N)CNC5)n4)n3Cc3cccc(Cl)c3)n12. (5) The reactants are: CCCN(CCC)C(=O)CCl.Nc1nc(N)c(C(=O)/N=C2\NCC3(CCN(C(=O)CCc4ccc(OCC(=O)O)cc4)CC3)N2)nc1Cl. Given the product CCCN(CCC)C(=O)COC(=O)COc1ccc(CCC(=O)N2CCC3(CC2)CN/C(=N\C(=O)c2nc(Cl)c(N)nc2N)N3)cc1, predict the reactants needed to synthesize it.